From a dataset of Reaction yield outcomes from USPTO patents with 853,638 reactions. Predict the reaction yield, written as a fraction of the theoretical maximum amount of product (1.0 means a 100% yield; for example, 0.34 means a 34% yield). (1) The reactants are [CH2:1]([O:3][C:4](=[O:27])[CH2:5][N:6]1[C:14]2[CH2:13][CH2:12][CH2:11][CH:10]([NH:15][S:16]([C:19]3[CH:20]=[N:21][C:22](Cl)=[C:23]([Br:25])[CH:24]=3)(=[O:18])=[O:17])[C:9]=2[CH:8]=[N:7]1)[CH3:2].[H-].[Na+].[Cl:30][C:31]1[CH:36]=[CH:35][C:34]([OH:37])=[CH:33][CH:32]=1.C(O)(=O)C. The catalyst is CN(C)C=O. The product is [CH2:1]([O:3][C:4](=[O:27])[CH2:5][N:6]1[C:14]2[CH2:13][CH2:12][CH2:11][CH:10]([NH:15][S:16]([C:19]3[CH:20]=[N:21][C:22]([O:37][C:34]4[CH:35]=[CH:36][C:31]([Cl:30])=[CH:32][CH:33]=4)=[C:23]([Br:25])[CH:24]=3)(=[O:17])=[O:18])[C:9]=2[CH:8]=[N:7]1)[CH3:2]. The yield is 0.526. (2) The reactants are [N:1]1[C:10]2[C:5](=[CH:6][CH:7]=[CH:8][CH:9]=2)[C:4]([C:11]([OH:13])=O)=[CH:3][N:2]=1.CCN=C=N[CH2:19][CH2:20][CH2:21][N:22](C)C.C1C=CC2N([OH:34])N=NC=2C=1.N[C:36]12[C:54]3[C:49](=[CH:50][CH:51]=[CH:52][CH:53]=3)[C:48](=[O:55])C1(O)C1[C:43]([O:44]2)=[CH:42][C:41]([CH:45]([CH3:47])[CH3:46])=[CH:40]C=1. The catalyst is C(Cl)Cl. The product is [OH:34][C:36]12[C:54]3[C:49](=[CH:50][CH:51]=[CH:52][CH:53]=3)[C:48](=[O:55])[C:21]1([NH:22][C:11]([C:4]1[C:5]3[C:10](=[CH:9][CH:8]=[CH:7][CH:6]=3)[N:1]=[N:2][CH:3]=1)=[O:13])[C:20]1[CH:19]=[CH:40][C:41]([CH:45]([CH3:47])[CH3:46])=[CH:42][C:43]=1[O:44]2. The yield is 0.630. (3) The reactants are [CH3:1][O:2][C:3]1[CH:8]=[CH:7][C:6]([S:9](Cl)(=[O:11])=[O:10])=[CH:5][CH:4]=1.[CH2:13]([NH2:15])[CH3:14]. The catalyst is C(Cl)Cl. The product is [CH2:13]([NH:15][S:9]([C:6]1[CH:7]=[CH:8][C:3]([O:2][CH3:1])=[CH:4][CH:5]=1)(=[O:11])=[O:10])[CH3:14]. The yield is 0.890. (4) The reactants are Cl[C:2]1[CH:7]=[C:6]([CH3:8])[C:5]([B:9]2[O:13][C:12]([CH3:15])([CH3:14])[C:11]([CH3:17])([CH3:16])[O:10]2)=[CH:4][N:3]=1.F[B-](F)(F)F.F[B-](F)(F)F.C1(P(C2CCCCC2)CCCP(C2CCCCC2)C2CCCCC2)CCCCC1.[C:57](=[O:60])([O-])[O-:58].[K+].[K+].[CH3:63]O. The catalyst is CN(C=O)C.C(OCC)(=O)C.C([O-])(=O)C.[Pd+2].C([O-])(=O)C. The product is [CH3:8][C:6]1[C:5]([B:9]2[O:13][C:12]([CH3:15])([CH3:14])[C:11]([CH3:17])([CH3:16])[O:10]2)=[CH:4][N:3]=[C:2]([C:57]([O:58][CH3:63])=[O:60])[CH:7]=1. The yield is 0.640. (5) The reactants are [N+:1](/[CH:4]=[CH:5]/[CH:6]1[CH2:8][CH2:7]1)([O-:3])=[O:2].[C:9]([O:13][CH2:14][CH3:15])(=[O:12])[CH2:10][SH:11]. The catalyst is C1COCC1. The product is [CH:6]1([CH:5]([S:11][CH2:10][C:9]([O:13][CH2:14][CH3:15])=[O:12])[CH2:4][N+:1]([O-:3])=[O:2])[CH2:8][CH2:7]1. The yield is 0.940. (6) The reactants are O[C@H:2]([C:37]1[C:65]([F:66])=[CH:64][C:40]2[N:41]([CH2:56][O:57][CH2:58][CH2:59][Si:60]([CH3:63])([CH3:62])[CH3:61])[C:42]([C@@H:44]3[CH2:48][CH2:47][CH2:46][N:45]3[C:49]([O:51][C:52]([CH3:55])([CH3:54])[CH3:53])=[O:50])=[N:43][C:39]=2[CH:38]=1)[CH2:3][CH2:4][C@@H:5]([C:7]1[C:35]([F:36])=[CH:34][C:10]2[N:11]([CH2:26][O:27][CH2:28][CH2:29][Si:30]([CH3:33])([CH3:32])[CH3:31])[C:12]([C@@H:14]3[CH2:18][CH2:17][CH2:16][N:15]3[C:19]([O:21][C:22]([CH3:25])([CH3:24])[CH3:23])=[O:20])=[N:13][C:9]=2[CH:8]=1)O.C(N(CC)CC)C.S(Cl)(C)(=O)=O.[C:79]([C:83]1[CH:89]=[CH:88][C:86]([NH2:87])=[CH:85][CH:84]=1)([CH3:82])([CH3:81])[CH3:80]. The catalyst is C(Cl)Cl.CCOC(C)=O. The product is [C:79]([C:83]1[CH:84]=[CH:85][C:86]([N:87]2[C@@H:2]([C:37]3[C:65]([F:66])=[CH:64][C:40]4[N:41]([CH2:56][O:57][CH2:58][CH2:59][Si:60]([CH3:62])([CH3:61])[CH3:63])[C:42]([C@@H:44]5[CH2:48][CH2:47][CH2:46][N:45]5[C:49]([O:51][C:52]([CH3:53])([CH3:54])[CH3:55])=[O:50])=[N:43][C:39]=4[CH:38]=3)[CH2:3][CH2:4][C@@H:5]2[C:7]2[C:35]([F:36])=[CH:34][C:10]3[N:11]([CH2:26][O:27][CH2:28][CH2:29][Si:30]([CH3:31])([CH3:32])[CH3:33])[C:12]([C@@H:14]4[CH2:18][CH2:17][CH2:16][N:15]4[C:19]([O:21][C:22]([CH3:24])([CH3:23])[CH3:25])=[O:20])=[N:13][C:9]=3[CH:8]=2)=[CH:88][CH:89]=1)([CH3:82])([CH3:80])[CH3:81]. The yield is 0.410.